From a dataset of Full USPTO retrosynthesis dataset with 1.9M reactions from patents (1976-2016). Predict the reactants needed to synthesize the given product. Given the product [CH:39]1([CH2:38][NH:1][CH2:2][CH2:3][C:4]([NH:6][C:7]2[CH:34]=[CH:33][C:10]([CH2:11][N:12]3[CH2:17][CH2:16][CH:15]([NH:18][C:19]([C:21]4[O:22][C:23]5[C:28]([C:29](=[O:31])[CH:30]=4)=[CH:27][CH:26]=[C:25]([F:32])[CH:24]=5)=[O:20])[CH2:14][CH2:13]3)=[CH:9][C:8]=2[F:35])=[O:5])[CH2:40][CH2:41][CH2:36][CH2:42]1, predict the reactants needed to synthesize it. The reactants are: [NH2:1][CH2:2][CH2:3][C:4]([NH:6][C:7]1[CH:34]=[CH:33][C:10]([CH2:11][N:12]2[CH2:17][CH2:16][CH:15]([NH:18][C:19]([C:21]3[O:22][C:23]4[C:28]([C:29](=[O:31])[CH:30]=3)=[CH:27][CH:26]=[C:25]([F:32])[CH:24]=4)=[O:20])[CH2:14][CH2:13]2)=[CH:9][C:8]=1[F:35])=[O:5].[CH:36]1([CH:42]=O)[CH2:41][CH2:40][CH2:39][CH2:38]C1.C([BH3-])#N.